Dataset: Reaction yield outcomes from USPTO patents with 853,638 reactions. Task: Predict the reaction yield, written as a fraction of the theoretical maximum amount of product (1.0 means a 100% yield; for example, 0.34 means a 34% yield). (1) The reactants are F[B-](F)(F)F.N1(OC(N(C)C)=[N+](C)C)C2C=CC=CC=2N=N1.[Cl:23][C:24]1[CH:28]=[N:27][N:26]([CH3:29])[C:25]=1[C:30]([OH:32])=O.[N:33]1([C:39]2[N:44]3[CH:45]=[C:46]([C:48]4[CH:53]=[CH:52][CH:51]=[CH:50][CH:49]=4)[N:47]=[C:43]3[CH:42]=[C:41]([NH2:54])[N:40]=2)[CH2:38][CH2:37][O:36][CH2:35][CH2:34]1. The catalyst is CN(C=O)C.C(OCC)(=O)C. The product is [N:33]1([C:39]2[N:44]3[CH:45]=[C:46]([C:48]4[CH:53]=[CH:52][CH:51]=[CH:50][CH:49]=4)[N:47]=[C:43]3[CH:42]=[C:41]([NH:54][C:30]([C:25]3[N:26]([CH3:29])[N:27]=[CH:28][C:24]=3[Cl:23])=[O:32])[N:40]=2)[CH2:38][CH2:37][O:36][CH2:35][CH2:34]1. The yield is 0.0110. (2) The reactants are [Cl:1][C:2]1[CH:7]=[CH:6][CH:5]=[CH:4][C:3]=1[C:8]([CH3:12])([CH3:11])[C:9]#[CH:10].C([Li])CCC.[F:18][C:19]([F:28])([F:27])[C:20](=[O:26])[C:21]([O:23][CH2:24][CH3:25])=[O:22].[Cl-].[NH4+]. The catalyst is O1CCCC1. The product is [Cl:1][C:2]1[CH:7]=[CH:6][CH:5]=[CH:4][C:3]=1[C:8]([CH3:12])([CH3:11])[C:9]#[C:10][C:20]([OH:26])([C:19]([F:28])([F:27])[F:18])[C:21]([O:23][CH2:24][CH3:25])=[O:22]. The yield is 0.436. (3) The reactants are [C:1]([O:4][CH2:5][C@H:6]1[CH2:11][O:10][C@@H:9]([C:12]2[CH:17]=[CH:16][N:15]=[CH:14][C:13]=2[N+:18]([O-])=O)[O:8][CH2:7]1)(=[O:3])[CH3:2]. The catalyst is CO.[OH-].[OH-].[Pd+2]. The product is [C:1]([O:4][CH2:5][C@H:6]1[CH2:7][O:8][C@@H:9]([C:12]2[CH:17]=[CH:16][N:15]=[CH:14][C:13]=2[NH2:18])[O:10][CH2:11]1)(=[O:3])[CH3:2]. The yield is 0.580. (4) The reactants are [CH3:1][N:2]1[C:10]2[C:5](=[CH:6][CH:7]=[CH:8][CH:9]=2)[C:4]([CH2:11][NH:12][C:13]2[CH:18]=[CH:17][CH:16]=[CH:15][C:14]=2[NH2:19])=[CH:3]1.[C:20](=S)=[S:21]. The catalyst is N1C=CC=CC=1. The product is [CH3:1][N:2]1[C:10]2[C:5](=[CH:6][CH:7]=[CH:8][CH:9]=2)[C:4]([CH2:11][N:12]2[C:13]3[CH:18]=[CH:17][CH:16]=[CH:15][C:14]=3[N:19]=[C:20]2[SH:21])=[CH:3]1. The yield is 0.390. (5) The reactants are [NH2:1][C:2]1[C:3]([C:9](=[N:11][O:12][C:13](=O)[C:14]2[CH:19]=[CH:18][CH:17]=[CH:16][CH:15]=2)[NH2:10])=[N:4][C:5]([Br:8])=[CH:6][N:7]=1.C([O-])(O)=O.[Na+]. The catalyst is O. The product is [Br:8][C:5]1[N:4]=[C:3]([C:9]2[N:10]=[C:13]([C:14]3[CH:19]=[CH:18][CH:17]=[CH:16][CH:15]=3)[O:12][N:11]=2)[C:2]([NH2:1])=[N:7][CH:6]=1. The yield is 0.760.